The task is: Regression. Given two drug SMILES strings and cell line genomic features, predict the synergy score measuring deviation from expected non-interaction effect.. This data is from NCI-60 drug combinations with 297,098 pairs across 59 cell lines. (1) Drug 1: C1CCN(CC1)CCOC2=CC=C(C=C2)C(=O)C3=C(SC4=C3C=CC(=C4)O)C5=CC=C(C=C5)O. Drug 2: C1=C(C(=O)NC(=O)N1)F. Cell line: SNB-19. Synergy scores: CSS=27.4, Synergy_ZIP=0.455, Synergy_Bliss=-0.177, Synergy_Loewe=-1.34, Synergy_HSA=-0.414. (2) Drug 1: CC1=C(C=C(C=C1)C(=O)NC2=CC(=CC(=C2)C(F)(F)F)N3C=C(N=C3)C)NC4=NC=CC(=N4)C5=CN=CC=C5. Drug 2: C1=NC(=NC(=O)N1C2C(C(C(O2)CO)O)O)N. Cell line: SK-MEL-28. Synergy scores: CSS=-0.773, Synergy_ZIP=5.04, Synergy_Bliss=6.85, Synergy_Loewe=-13.9, Synergy_HSA=-13.3. (3) Drug 1: CC1OCC2C(O1)C(C(C(O2)OC3C4COC(=O)C4C(C5=CC6=C(C=C35)OCO6)C7=CC(=C(C(=C7)OC)O)OC)O)O. Drug 2: CC1=C2C(C(=O)C3(C(CC4C(C3C(C(C2(C)C)(CC1OC(=O)C(C(C5=CC=CC=C5)NC(=O)C6=CC=CC=C6)O)O)OC(=O)C7=CC=CC=C7)(CO4)OC(=O)C)O)C)OC(=O)C. Cell line: NCIH23. Synergy scores: CSS=51.8, Synergy_ZIP=-1.39, Synergy_Bliss=-0.563, Synergy_Loewe=-0.790, Synergy_HSA=1.73. (4) Drug 1: C1CCN(CC1)CCOC2=CC=C(C=C2)C(=O)C3=C(SC4=C3C=CC(=C4)O)C5=CC=C(C=C5)O. Drug 2: C(CCl)NC(=O)N(CCCl)N=O. Cell line: SR. Synergy scores: CSS=65.2, Synergy_ZIP=1.76, Synergy_Bliss=-4.08, Synergy_Loewe=-8.19, Synergy_HSA=-5.96. (5) Drug 1: CC1=CC2C(CCC3(C2CCC3(C(=O)C)OC(=O)C)C)C4(C1=CC(=O)CC4)C. Drug 2: B(C(CC(C)C)NC(=O)C(CC1=CC=CC=C1)NC(=O)C2=NC=CN=C2)(O)O. Cell line: RXF 393. Synergy scores: CSS=-1.46, Synergy_ZIP=0.226, Synergy_Bliss=-0.840, Synergy_Loewe=-7.76, Synergy_HSA=-5.00. (6) Drug 1: CN(C)N=NC1=C(NC=N1)C(=O)N. Drug 2: C1=NC2=C(N1)C(=S)N=CN2. Cell line: COLO 205. Synergy scores: CSS=9.24, Synergy_ZIP=-6.53, Synergy_Bliss=-7.63, Synergy_Loewe=-19.5, Synergy_HSA=-7.33. (7) Drug 1: CN1CCC(CC1)COC2=C(C=C3C(=C2)N=CN=C3NC4=C(C=C(C=C4)Br)F)OC. Drug 2: CS(=O)(=O)CCNCC1=CC=C(O1)C2=CC3=C(C=C2)N=CN=C3NC4=CC(=C(C=C4)OCC5=CC(=CC=C5)F)Cl. Cell line: NCI-H460. Synergy scores: CSS=10.7, Synergy_ZIP=4.39, Synergy_Bliss=5.53, Synergy_Loewe=11.7, Synergy_HSA=6.17. (8) Drug 1: CC1C(C(=O)NC(C(=O)N2CCCC2C(=O)N(CC(=O)N(C(C(=O)O1)C(C)C)C)C)C(C)C)NC(=O)C3=C4C(=C(C=C3)C)OC5=C(C(=O)C(=C(C5=N4)C(=O)NC6C(OC(=O)C(N(C(=O)CN(C(=O)C7CCCN7C(=O)C(NC6=O)C(C)C)C)C)C(C)C)C)N)C. Drug 2: C#CCC(CC1=CN=C2C(=N1)C(=NC(=N2)N)N)C3=CC=C(C=C3)C(=O)NC(CCC(=O)O)C(=O)O. Cell line: BT-549. Synergy scores: CSS=14.7, Synergy_ZIP=-0.225, Synergy_Bliss=-3.22, Synergy_Loewe=-12.4, Synergy_HSA=-6.39. (9) Drug 1: CC(C1=C(C=CC(=C1Cl)F)Cl)OC2=C(N=CC(=C2)C3=CN(N=C3)C4CCNCC4)N. Drug 2: C1=CC=C(C=C1)NC(=O)CCCCCCC(=O)NO. Cell line: OVCAR3. Synergy scores: CSS=3.87, Synergy_ZIP=-2.79, Synergy_Bliss=0.0474, Synergy_Loewe=-10.1, Synergy_HSA=-2.64.